Predict the reactants needed to synthesize the given product. From a dataset of Full USPTO retrosynthesis dataset with 1.9M reactions from patents (1976-2016). (1) Given the product [NH2:24][C@H:42]([C:41]([OH:46])=[O:40])[CH2:43][CH2:44][CH2:45][CH2:47][NH2:48], predict the reactants needed to synthesize it. The reactants are: C[C@]1(O)[C@@H]2C(=C(O)[C@]3(O)C(=O)C(C([NH2:24])=O)=C(O)[C@@H](N(C)C)[C@@H]3C2)C(=O)C2C(O)=CC=CC1=2.C1[C@H](N)[C@@H]([O:40][C@H:41]2[O:46][C@H:45]([CH2:47][NH2:48])[C@@H:44](O)[C@H:43](O)[C@H:42]2O)[C@H](O)[C@@H](O[C@H]2O[C@H](CO)[C@@H](O)[C@H](N)[C@H]2O)[C@@H]1N. (2) Given the product [CH3:1][C:2]1[CH:3]=[C:4]([CH2:11][CH:12]([C:13]2[N:17]([CH2:18][C:19]([CH3:22])([CH3:21])[CH3:20])[N:16]=[N:15][N:14]=2)[NH2:23])[CH:5]=[C:6]2[C:10]=1[NH:9][N:8]=[CH:7]2, predict the reactants needed to synthesize it. The reactants are: [CH3:1][C:2]1[CH:3]=[C:4]([CH2:11][CH:12]([NH:23]C(=O)OCC2C=CC=CC=2)[C:13]2[N:17]([CH2:18][C:19]([CH3:22])([CH3:21])[CH3:20])[N:16]=[N:15][N:14]=2)[CH:5]=[C:6]2[C:10]=1[NH:9][N:8]=[CH:7]2.